Dataset: NCI-60 drug combinations with 297,098 pairs across 59 cell lines. Task: Regression. Given two drug SMILES strings and cell line genomic features, predict the synergy score measuring deviation from expected non-interaction effect. (1) Drug 1: C1CN1C2=NC(=NC(=N2)N3CC3)N4CC4. Drug 2: CN(CC1=CN=C2C(=N1)C(=NC(=N2)N)N)C3=CC=C(C=C3)C(=O)NC(CCC(=O)O)C(=O)O. Cell line: RXF 393. Synergy scores: CSS=13.1, Synergy_ZIP=-7.72, Synergy_Bliss=-4.29, Synergy_Loewe=-6.21, Synergy_HSA=-1.77. (2) Drug 1: C1CCC(C1)C(CC#N)N2C=C(C=N2)C3=C4C=CNC4=NC=N3. Drug 2: CN1C(=O)N2C=NC(=C2N=N1)C(=O)N. Cell line: SNB-75. Synergy scores: CSS=-4.62, Synergy_ZIP=2.67, Synergy_Bliss=-0.397, Synergy_Loewe=-4.85, Synergy_HSA=-4.30. (3) Drug 1: C1=CC(=C2C(=C1NCCNCCO)C(=O)C3=C(C=CC(=C3C2=O)O)O)NCCNCCO. Drug 2: C1=CN(C=N1)CC(O)(P(=O)(O)O)P(=O)(O)O. Cell line: 786-0. Synergy scores: CSS=28.7, Synergy_ZIP=-21.5, Synergy_Bliss=-33.1, Synergy_Loewe=-32.8, Synergy_HSA=-29.4. (4) Drug 1: C1=CC(=CC=C1C#N)C(C2=CC=C(C=C2)C#N)N3C=NC=N3. Drug 2: CC1CCC2CC(C(=CC=CC=CC(CC(C(=O)C(C(C(=CC(C(=O)CC(OC(=O)C3CCCCN3C(=O)C(=O)C1(O2)O)C(C)CC4CCC(C(C4)OC)O)C)C)O)OC)C)C)C)OC. Cell line: OVCAR3. Synergy scores: CSS=-6.88, Synergy_ZIP=4.22, Synergy_Bliss=0.899, Synergy_Loewe=-10.3, Synergy_HSA=-9.20. (5) Drug 1: CS(=O)(=O)CCNCC1=CC=C(O1)C2=CC3=C(C=C2)N=CN=C3NC4=CC(=C(C=C4)OCC5=CC(=CC=C5)F)Cl. Drug 2: C1CC(=O)NC(=O)C1N2C(=O)C3=CC=CC=C3C2=O. Cell line: MOLT-4. Synergy scores: CSS=-5.20, Synergy_ZIP=2.51, Synergy_Bliss=-2.20, Synergy_Loewe=-12.3, Synergy_HSA=-10.7. (6) Drug 1: C1=C(C(=O)NC(=O)N1)N(CCCl)CCCl. Drug 2: CCC1(CC2CC(C3=C(CCN(C2)C1)C4=CC=CC=C4N3)(C5=C(C=C6C(=C5)C78CCN9C7C(C=CC9)(C(C(C8N6C=O)(C(=O)OC)O)OC(=O)C)CC)OC)C(=O)OC)O.OS(=O)(=O)O. Cell line: NCI-H226. Synergy scores: CSS=13.7, Synergy_ZIP=-2.91, Synergy_Bliss=4.12, Synergy_Loewe=1.23, Synergy_HSA=2.55. (7) Drug 1: C1CCC(CC1)NC(=O)N(CCCl)N=O. Drug 2: C1C(C(OC1N2C=C(C(=O)NC2=O)F)CO)O. Cell line: SF-295. Synergy scores: CSS=53.1, Synergy_ZIP=-2.33, Synergy_Bliss=-3.00, Synergy_Loewe=1.88, Synergy_HSA=4.31. (8) Drug 1: C1=CC(=CC=C1CCCC(=O)O)N(CCCl)CCCl. Drug 2: C1CC(=O)NC(=O)C1N2C(=O)C3=CC=CC=C3C2=O. Cell line: K-562. Synergy scores: CSS=11.6, Synergy_ZIP=-7.62, Synergy_Bliss=-1.10, Synergy_Loewe=-6.00, Synergy_HSA=-2.08. (9) Drug 1: C1=NC2=C(N1)C(=S)N=C(N2)N. Drug 2: CC1C(C(CC(O1)OC2CC(CC3=C2C(=C4C(=C3O)C(=O)C5=C(C4=O)C(=CC=C5)OC)O)(C(=O)CO)O)N)O.Cl. Cell line: A549. Synergy scores: CSS=40.5, Synergy_ZIP=-7.12, Synergy_Bliss=-12.0, Synergy_Loewe=-7.39, Synergy_HSA=-6.34.